Dataset: Reaction yield outcomes from USPTO patents with 853,638 reactions. Task: Predict the reaction yield, written as a fraction of the theoretical maximum amount of product (1.0 means a 100% yield; for example, 0.34 means a 34% yield). The product is [C:1]([NH:5][C:6]([C:8]1[CH:12]=[C:11]([C:13]2[CH:18]=[CH:17][C:16]([OH:19])=[CH:15][N:14]=2)[N:10]([C:27]2[CH:28]=[N:29][C:30]([O:33][CH3:34])=[CH:31][CH:32]=2)[N:9]=1)=[O:7])([CH3:4])([CH3:3])[CH3:2]. The reactants are [C:1]([NH:5][C:6]([C:8]1[CH:12]=[C:11]([C:13]2[CH:18]=[CH:17][C:16]([O:19]CC3C=CC=CC=3)=[CH:15][N:14]=2)[N:10]([C:27]2[CH:28]=[N:29][C:30]([O:33][CH3:34])=[CH:31][CH:32]=2)[N:9]=1)=[O:7])([CH3:4])([CH3:3])[CH3:2]. The yield is 0.750. The catalyst is CO.[Pd].